This data is from Forward reaction prediction with 1.9M reactions from USPTO patents (1976-2016). The task is: Predict the product of the given reaction. (1) Given the reactants [CH2:1]([C:9]1[CH:15]=[CH:14][C:12]([NH2:13])=[CH:11][CH:10]=1)[CH2:2][CH2:3][CH2:4][CH2:5][CH2:6][CH2:7][CH3:8].C(OC([N:23]1[CH2:30][CH2:29][C@@H:28]([OH:31])[C@H:24]1[C:25](O)=[O:26])=O)(C)(C)C, predict the reaction product. The product is: [OH:31][C@@H:28]1[CH2:29][CH2:30][NH:23][C@@H:24]1[C:25]([NH:13][C:12]1[CH:11]=[CH:10][C:9]([CH2:1][CH2:2][CH2:3][CH2:4][CH2:5][CH2:6][CH2:7][CH3:8])=[CH:15][CH:14]=1)=[O:26]. (2) Given the reactants [OH-].[NH4+:2].[OH-].[Na+].Cl[C:6]1[C:11]([N+:12]([O-:14])=[O:13])=[CH:10][CH:9]=[C:8]([Cl:15])[N:7]=1, predict the reaction product. The product is: [NH2:2][C:6]1[C:11]([N+:12]([O-:14])=[O:13])=[CH:10][CH:9]=[C:8]([Cl:15])[N:7]=1. (3) Given the reactants C(N(C(C)C)CC)(C)C.[Cl:10][C:11]1[CH:19]=[CH:18][C:14]([C:15]([OH:17])=O)=[CH:13][C:12]=1[NH:20][C:21]([C:23]1[C:34](=[O:35])[NH:33][C:26]2[N:27]=[C:28]([O:31][CH3:32])[N:29]=[CH:30][C:25]=2[CH:24]=1)=[O:22].CN(C(ON1N=NC2C=CC=NC1=2)=[N+](C)C)C.F[P-](F)(F)(F)(F)F.[F:60][C:61]([F:71])([F:70])[C:62]1[CH:63]=[C:64]([CH:67]=[CH:68][CH:69]=1)[CH2:65][NH2:66], predict the reaction product. The product is: [Cl:10][C:11]1[CH:19]=[CH:18][C:14]([C:15](=[O:17])[NH:66][CH2:65][C:64]2[CH:67]=[CH:68][CH:69]=[C:62]([C:61]([F:60])([F:70])[F:71])[CH:63]=2)=[CH:13][C:12]=1[NH:20][C:21]([C:23]1[C:34](=[O:35])[NH:33][C:26]2[N:27]=[C:28]([O:31][CH3:32])[N:29]=[CH:30][C:25]=2[CH:24]=1)=[O:22]. (4) The product is: [OH:12][C:4]1[CH:3]=[C:2]([NH:1][S:28]([C:26]2[S:27][C:23]([CH2:22][NH:21][C:13]([C:14]3[CH:15]=[CH:16][CH:17]=[CH:18][CH:19]=3)=[O:20])=[CH:24][CH:25]=2)(=[O:29])=[O:30])[CH:11]=[CH:10][C:5]=1[C:6]([O:8][CH3:9])=[O:7]. Given the reactants [NH2:1][C:2]1[CH:3]=[C:4]([OH:12])[C:5](=[CH:10][CH:11]=1)[C:6]([O:8][CH3:9])=[O:7].[C:13]([NH:21][CH2:22][C:23]1[S:27][C:26]([S:28](Cl)(=[O:30])=[O:29])=[CH:25][CH:24]=1)(=[O:20])[C:14]1[CH:19]=[CH:18][CH:17]=[CH:16][CH:15]=1, predict the reaction product. (5) Given the reactants [Br:1][C:2]1[CH:7]=[CH:6][C:5]([C:8]2[C:12]3[CH:13]=[CH:14][C:15]([O:17][CH2:18][CH2:19][CH2:20]Br)=[CH:16][C:11]=3[S:10][N:9]=2)=[CH:4][CH:3]=1.[NH:22]([CH2:26][CH2:27][OH:28])[CH2:23][CH2:24][OH:25], predict the reaction product. The product is: [Br:1][C:2]1[CH:7]=[CH:6][C:5]([C:8]2[C:12]3[CH:13]=[CH:14][C:15]([O:17][CH2:18][CH2:19][CH2:20][N:22]([CH2:26][CH2:27][OH:28])[CH2:23][CH2:24][OH:25])=[CH:16][C:11]=3[S:10][N:9]=2)=[CH:4][CH:3]=1.